From a dataset of Reaction yield outcomes from USPTO patents with 853,638 reactions. Predict the reaction yield, written as a fraction of the theoretical maximum amount of product (1.0 means a 100% yield; for example, 0.34 means a 34% yield). (1) The reactants are [CH3:1][CH:2]([CH3:20])[C:3]([C:5]1[C:6]([C:14]2[CH:19]=[CH:18][CH:17]=[CH:16][CH:15]=2)=[N:7][N:8]2[CH:13]=[CH:12][CH:11]=[CH:10][C:9]=12)=O.Cl.[NH2:22][OH:23].[OH-].[Na+].Cl. The catalyst is CCO.O. The product is [CH3:1][CH:2]([CH3:20])[C:3]([C:5]1[C:6]([C:14]2[CH:19]=[CH:18][CH:17]=[CH:16][CH:15]=2)=[N:7][N:8]2[CH:13]=[CH:12][CH:11]=[CH:10][C:9]=12)=[N:22][OH:23]. The yield is 0.301. (2) The reactants are [O:1]=[C:2]1[N:13]2[C:14]3[C:9]([CH2:10][CH2:11][CH2:12]2)=[CH:8][CH:7]=[CH:6][C:5]=3[CH:4]=[C:3]1[CH2:15][N:16]1[CH2:21][CH2:20][C:19]2([C:29]3[C:24](=[CH:25][CH:26]=[CH:27][CH:28]=3)[CH2:23][CH2:22]2)[CH2:18][CH2:17]1.CCC(C)[BH-](C(C)CC)C(C)CC.[Li+]. The catalyst is C1(C)C=CC=CC=1. The product is [O:1]=[C:2]1[CH:3]([CH2:15][N:16]2[CH2:17][CH2:18][C:19]3([C:29]4[C:24](=[CH:25][CH:26]=[CH:27][CH:28]=4)[CH2:23][CH2:22]3)[CH2:20][CH2:21]2)[CH2:4][C:5]2[C:14]3=[C:9]([CH2:10][CH2:11][CH2:12][N:13]13)[CH:8]=[CH:7][CH:6]=2. The yield is 0.490. (3) The reactants are [Cl:1][C:2]1[C:7]([C:8]([C:10]2[NH:14][CH:13]=[C:12]([S:15](Cl)(=[O:17])=[O:16])[CH:11]=2)=[O:9])=[CH:6][CH:5]=[CH:4][N:3]=1.[NH2:19][CH2:20][CH2:21][N:22]1[CH2:27][CH2:26][O:25][CH2:24][CH2:23]1.C(N(CC)CC)C. The catalyst is C(Cl)Cl. The product is [N:22]1([CH2:21][CH2:20][NH:19][S:15]([C:12]2[CH:11]=[C:10]([C:8]([C:7]3[C:2]([Cl:1])=[N:3][CH:4]=[CH:5][CH:6]=3)=[O:9])[NH:14][CH:13]=2)(=[O:17])=[O:16])[CH2:27][CH2:26][O:25][CH2:24][CH2:23]1. The yield is 0.690. (4) The reactants are Cl.[NH2:2][C@H:3]1[CH2:8][CH2:7][C@H:6]([C:9](O)=[O:10])[CH2:5][CH2:4]1.COCCO[AlH2-]OCCOC.[Na+].[OH-].[Na+]. The catalyst is O. The product is [NH2:2][C@H:3]1[CH2:8][CH2:7][C@H:6]([CH2:9][OH:10])[CH2:5][CH2:4]1. The yield is 0.500.